This data is from Catalyst prediction with 721,799 reactions and 888 catalyst types from USPTO. The task is: Predict which catalyst facilitates the given reaction. (1) Reactant: [S:1]1[CH:5]=[CH:4][CH:3]=[C:2]1[CH2:6][CH:7]([NH2:10])[CH2:8][CH3:9].[C:11]([O:15][CH2:16][CH3:17])(=[O:14])[CH:12]=O.C(O[BH-](OC(=O)C)OC(=O)C)(=O)C.[Na+].Cl[C:33]([O:35][CH2:36][CH3:37])=[O:34].C([O-])(O)=O.[Na+]. Product: [CH2:36]([O:35][C:33]([N:10]([CH:7]([CH2:8][CH3:9])[CH2:6][C:2]1[S:1][CH:5]=[CH:4][CH:3]=1)[CH2:12][C:11]([O:15][CH2:16][CH3:17])=[O:14])=[O:34])[CH3:37]. The catalyst class is: 322. (2) Product: [F:46][C:47]1[CH:48]=[C:49]([S:54][CH2:30][CH2:29][C:27]2[O:26][C:25](=[O:36])[C:24]([C:37]3[C:38]([CH3:45])=[CH:39][C:40]([CH3:44])=[CH:41][C:42]=3[CH3:43])=[C:23]([OH:22])[CH:28]=2)[CH:50]=[C:51]([F:53])[CH:52]=1. The catalyst class is: 7. Reactant: C1(C)C=C(C)C=C(C)C=1C(=C=O)C(Cl)=O.C([O:22][C:23]1[CH:28]=[C:27]([CH2:29][CH2:30]OS(C)(=O)=O)[O:26][C:25](=[O:36])[C:24]=1[C:37]1[C:42]([CH3:43])=[CH:41][C:40]([CH3:44])=[CH:39][C:38]=1[CH3:45])(=O)C(C)(C)C.[F:46][C:47]1[CH:48]=[C:49]([SH:54])[CH:50]=[C:51]([F:53])[CH:52]=1.C([O-])([O-])=O.[K+].[K+].